This data is from Full USPTO retrosynthesis dataset with 1.9M reactions from patents (1976-2016). The task is: Predict the reactants needed to synthesize the given product. (1) Given the product [CH:15]([C@H:16]1[O:21][C:20]([CH3:23])([CH3:22])[O:19][C@@H:18]([CH2:24][C:25]([O:27][C:28]([CH3:31])([CH3:30])[CH3:29])=[O:26])[CH2:17]1)=[O:14], predict the reactants needed to synthesize it. The reactants are: C1C2CC3N([O])C(C2)CC1C3.[Br-].[K+].[OH:14][CH2:15][C@H:16]1[O:21][C:20]([CH3:23])([CH3:22])[O:19][C@@H:18]([CH2:24][C:25]([O:27][C:28]([CH3:31])([CH3:30])[CH3:29])=[O:26])[CH2:17]1.Cl[O-].[Na+]. (2) The reactants are: F[C:2]1[CH:26]=[CH:25][C:5]([O:6][CH2:7][C@H:8]2[CH2:24][N:12]3[CH2:13][CH2:14][N:15]([C:17]4[CH:22]=[CH:21][C:20](N)=[CH:19][CH:18]=4)[CH2:16][C@@H:11]3[CH2:10][CH2:9]2)=[CH:4][CH:3]=1.N(OCCC(C)C)=O. Given the product [O:6]([CH2:7][C@H:8]1[CH2:24][N:12]2[CH2:13][CH2:14][N:15]([C:17]3[CH:18]=[CH:19][CH:20]=[CH:21][CH:22]=3)[CH2:16][C@@H:11]2[CH2:10][CH2:9]1)[C:5]1[CH:25]=[CH:26][CH:2]=[CH:3][CH:4]=1, predict the reactants needed to synthesize it. (3) Given the product [CH3:1][O:2][C:3]1[CH:4]=[C:5]([CH2:9][CH:10]([CH2:17][CH2:18][CH3:19])[CH2:11][C:12]([OH:14])=[O:13])[CH:6]=[CH:7][CH:8]=1, predict the reactants needed to synthesize it. The reactants are: [CH3:1][O:2][C:3]1[CH:4]=[C:5]([CH2:9][CH:10]([CH2:17][CH2:18][CH3:19])[CH2:11][C:12]([O:14]CC)=[O:13])[CH:6]=[CH:7][CH:8]=1.[OH-].[Na+]. (4) Given the product [Br:1][C:2]1[CH:7]=[C:6]([F:8])[CH:5]=[CH:4][C:3]=1[CH:9]1[N:10]=[C:11]([C:22]2[N:23]([CH3:27])[CH:24]=[CH:25][N:26]=2)[NH:12][C:13]([CH2:20][N:28]2[CH2:33][CH2:32][O:31][CH2:30][CH:29]2[C:34]([OH:36])=[O:35])=[C:14]1[C:15]([O:17][CH2:18][CH3:19])=[O:16], predict the reactants needed to synthesize it. The reactants are: [Br:1][C:2]1[CH:7]=[C:6]([F:8])[CH:5]=[CH:4][C:3]=1[CH:9]1[C:14]([C:15]([O:17][CH2:18][CH3:19])=[O:16])=[C:13]([CH2:20]Br)[NH:12][C:11]([C:22]2[N:23]([CH3:27])[CH:24]=[CH:25][N:26]=2)=[N:10]1.[NH:28]1[CH2:33][CH2:32][O:31][CH2:30][CH:29]1[C:34]([OH:36])=[O:35]. (5) Given the product [CH3:1][O:2][C:3]1[C:8]2[NH:9][C:10]([C:12]3[S:13][CH:14]=[CH:15][CH:16]=3)=[N:11][C:7]=2[C:6]([C:17]([NH:20][CH2:21][CH2:22][NH:23][S:24]([C:27]2[CH:28]=[CH:29][N:30]=[CH:31][CH:32]=2)(=[O:26])=[O:25])=[O:19])=[CH:5][CH:4]=1, predict the reactants needed to synthesize it. The reactants are: [CH3:1][O:2][C:3]1[C:8]2[NH:9][C:10]([C:12]3[S:13][CH:14]=[CH:15][CH:16]=3)=[N:11][C:7]=2[C:6]([C:17]([OH:19])=O)=[CH:5][CH:4]=1.[NH2:20][CH2:21][CH2:22][NH:23][S:24]([C:27]1[CH:32]=[CH:31][N:30]=[CH:29][CH:28]=1)(=[O:26])=[O:25].